Task: Predict the product of the given reaction.. Dataset: Forward reaction prediction with 1.9M reactions from USPTO patents (1976-2016) (1) Given the reactants [N+:1]([C:4]1[CH:10]=[C:9]([O:11][C:12]([F:15])([F:14])[F:13])[CH:8]=[CH:7][C:5]=1[NH2:6])([O-])=O.[H][H], predict the reaction product. The product is: [F:13][C:12]([F:14])([F:15])[O:11][C:9]1[CH:10]=[C:4]([NH2:1])[C:5]([NH2:6])=[CH:7][CH:8]=1. (2) Given the reactants [C:1]12([CH2:11]O)[CH2:10][CH:5]3[CH2:6][CH:7]([CH2:9][CH:3]([CH2:4]3)[CH2:2]1)[CH2:8]2.[CH3:13][C:14]1[C:18]([B:19]2[O:23][C:22]([CH3:25])([CH3:24])[C:21]([CH3:27])([CH3:26])[O:20]2)=[C:17]([CH3:28])[NH:16][N:15]=1.C(C=P(CCCC)(CCCC)CCCC)#N, predict the reaction product. The product is: [CH3:13][C:14]1[C:18]([B:19]2[O:23][C:22]([CH3:24])([CH3:25])[C:21]([CH3:27])([CH3:26])[O:20]2)=[C:17]([CH3:28])[N:16]([CH2:11][C:1]23[CH2:10][CH:5]4[CH2:4][CH:3]([CH2:9][CH:7]([CH2:6]4)[CH2:8]2)[CH2:2]3)[N:15]=1.